Dataset: Reaction yield outcomes from USPTO patents with 853,638 reactions. Task: Predict the reaction yield, written as a fraction of the theoretical maximum amount of product (1.0 means a 100% yield; for example, 0.34 means a 34% yield). (1) The reactants are [N:1]([CH2:4][C:5]1[CH:20]=[CH:19][C:8]([C:9]([O:11]N2C(=O)CCC2=O)=O)=[C:7]([Cl:21])[CH:6]=1)=[N+:2]=[N-:3].Cl.[C:23]([NH:31][CH2:32][C@@H:33]([C:35]([O:37][CH3:38])=[O:36])[NH2:34])(=[O:30])[C:24]1[CH:29]=[CH:28][CH:27]=[CH:26][CH:25]=1.C(N(CC)CC)C. The catalyst is CN(C)C=O. The product is [N:1]([CH2:4][C:5]1[CH:20]=[CH:19][C:8]([C:9]([NH:34][C@H:33]([C:35]([O:37][CH3:38])=[O:36])[CH2:32][NH:31][C:23](=[O:30])[C:24]2[CH:29]=[CH:28][CH:27]=[CH:26][CH:25]=2)=[O:11])=[C:7]([Cl:21])[CH:6]=1)=[N+:2]=[N-:3]. The yield is 0.690. (2) The reactants are C(OC(=O)[N:7]([C:17]1[CH:22]=[CH:21][C:20]([CH:23](O)[C:24]2[C:32]3[C:27](=[N:28][CH:29]=[C:30]([CH3:33])[CH:31]=3)[N:26]([Si](C(C)C)(C(C)C)C(C)C)[CH:25]=2)=[C:19]([F:45])[N:18]=1)CC1C=CC(OC)=CC=1)(C)(C)C.C([SiH](CC)CC)C.FC(F)(F)C(O)=O. The catalyst is C(#N)C. The product is [F:45][C:19]1[N:18]=[C:17]([NH2:7])[CH:22]=[CH:21][C:20]=1[CH2:23][C:24]1[C:32]2[C:27](=[N:28][CH:29]=[C:30]([CH3:33])[CH:31]=2)[NH:26][CH:25]=1. The yield is 0.627. (3) The reactants are [N+:1]([C:4]1[CH:5]=[N:6][NH:7][CH:8]=1)([O-])=O.C(N(CC)CC)C.[CH3:16][S:17](Cl)(=[O:19])=[O:18].O. The catalyst is C(Cl)Cl. The product is [CH3:16][S:17]([N:6]1[CH:5]=[C:4]([NH2:1])[CH:8]=[N:7]1)(=[O:19])=[O:18]. The yield is 0.960.